Dataset: Forward reaction prediction with 1.9M reactions from USPTO patents (1976-2016). Task: Predict the product of the given reaction. Given the reactants Cl[C:2]1[C:7]([NH:8][C:9]2[C:18]3[C:13](=[CH:14][C:15]([F:20])=[CH:16][C:17]=3[F:19])[N:12]=[C:11]([C:21]3[CH:26]=[CH:25][CH:24]=[CH:23][N:22]=3)[C:10]=2[CH3:27])=[CH:6][C:5]([N:28]2[CH2:33][CH2:32][O:31][CH2:30][CH2:29]2)=[CH:4][N:3]=1.[F:34][CH:35]([F:52])[O:36][C:37]1[CH:42]=[CH:41][C:40](B2OC(C)(C)C(C)(C)O2)=[CH:39][CH:38]=1.C1(P(C2CCCCC2)C2CCCCC2)CCCCC1.[O-]P([O-])([O-])=O.[K+].[K+].[K+], predict the reaction product. The product is: [F:34][CH:35]([F:52])[O:36][C:37]1[CH:42]=[CH:41][C:40]([C:2]2[C:7]([NH:8][C:9]3[C:18]4[C:13](=[CH:14][C:15]([F:20])=[CH:16][C:17]=4[F:19])[N:12]=[C:11]([C:21]4[CH:26]=[CH:25][CH:24]=[CH:23][N:22]=4)[C:10]=3[CH3:27])=[CH:6][C:5]([N:28]3[CH2:33][CH2:32][O:31][CH2:30][CH2:29]3)=[CH:4][N:3]=2)=[CH:39][CH:38]=1.